This data is from Ames mutagenicity test results for genotoxicity prediction. The task is: Regression/Classification. Given a drug SMILES string, predict its toxicity properties. Task type varies by dataset: regression for continuous values (e.g., LD50, hERG inhibition percentage) or binary classification for toxic/non-toxic outcomes (e.g., AMES mutagenicity, cardiotoxicity, hepatotoxicity). Dataset: ames. (1) The compound is CC(=O)OCc1ccc(N=Nc2ccc(N(C)C)cc2)cc1. The result is 1 (mutagenic). (2) The molecule is CC(=O)Nc1ccc(C)c(N=[N+]([O-])c2cc(NC(C)=O)ccc2C)c1. The result is 0 (non-mutagenic). (3) The compound is Cc1cc(C)nc(SC(=O)OC(C)(C)C)n1. The result is 0 (non-mutagenic). (4) The drug is O[C@@H](c1ccc2c(c1)OCO2)[C@@H]1CO1. The result is 1 (mutagenic). (5) The drug is ClCc1c2ccccc2c(Cl)c2ccccc12. The result is 1 (mutagenic). (6) The molecule is C1CCC2OCCOCCOC3CCCCC3OCCOCCOC2C1. The result is 0 (non-mutagenic).